Dataset: Catalyst prediction with 721,799 reactions and 888 catalyst types from USPTO. Task: Predict which catalyst facilitates the given reaction. (1) Reactant: [Cl:1][C:2]1[CH:14]=[CH:13][CH:12]=[CH:11][C:3]=1[CH2:4][NH:5][C:6](=[O:10])[O:7][CH2:8][CH3:9].Cl[C:16]1[C:21]([N+:22]([O-:24])=[O:23])=[CH:20][C:19]([N+:25]([O-:27])=[O:26])=[CH:18][C:17]=1[C:28]([F:31])([F:30])[F:29].[H-].[Na+].Cl. Product: [Cl:1][C:2]1[CH:14]=[CH:13][CH:12]=[CH:11][C:3]=1[CH2:4][N:5]([C:16]1[C:17]([C:28]([F:30])([F:31])[F:29])=[CH:18][C:19]([N+:25]([O-:27])=[O:26])=[CH:20][C:21]=1[N+:22]([O-:24])=[O:23])[C:6](=[O:10])[O:7][CH2:8][CH3:9]. The catalyst class is: 7. (2) Reactant: [CH2:1]([O:8][C:9]1[C:14](=[O:15])[N:13]2[CH:16]=[CH:17][N:18]([CH2:19][C:20](=[O:27])[N:21]3[CH2:26][CH2:25][CH2:24][CH2:23][CH2:22]3)[C:12]2=[N:11][C:10]=1[C:28]([OH:30])=O)[C:2]1[CH:7]=[CH:6][CH:5]=[CH:4][CH:3]=1.Cl.[NH2:32][CH2:33][C:34](=[O:43])[CH2:35][C:36]1[CH:41]=[CH:40][C:39]([F:42])=[CH:38][CH:37]=1.CCN=C=NCCCN(C)C.Cl.C1C=CC2N(O)N=NC=2C=1.C(=O)(O)[O-].[Na+]. Product: [F:42][C:39]1[CH:38]=[CH:37][C:36]([CH2:35][C:34](=[O:43])[CH2:33][NH:32][C:28]([C:10]2[N:11]=[C:12]3[N:18]([CH2:19][C:20](=[O:27])[N:21]4[CH2:22][CH2:23][CH2:24][CH2:25][CH2:26]4)[CH:17]=[CH:16][N:13]3[C:14](=[O:15])[C:9]=2[O:8][CH2:1][C:2]2[CH:3]=[CH:4][CH:5]=[CH:6][CH:7]=2)=[O:30])=[CH:41][CH:40]=1. The catalyst class is: 1. (3) Reactant: [C:1]([CH:3]=[C:4]1[CH2:9][CH2:8][N:7]([C:10]2[CH:15]=[CH:14][C:13]([N:16]3[CH2:20][C@H:19]([CH2:21][OH:22])[O:18][C:17]3=[O:23])=[CH:12][CH:11]=2)[CH2:6][CH2:5]1)#[N:2]. Product: [C:1]([CH2:3][CH:4]1[CH2:9][CH2:8][N:7]([C:10]2[CH:11]=[CH:12][C:13]([N:16]3[CH2:20][C@H:19]([CH2:21][OH:22])[O:18][C:17]3=[O:23])=[CH:14][CH:15]=2)[CH2:6][CH2:5]1)#[N:2]. The catalyst class is: 45. (4) Reactant: C([SiH](CC)CC)C.FC(F)(F)C(O)=O.[Cl:15][C:16]1[CH:17]=[CH:18][C:19]2[N:20]([N:22]=[C:23]([N:37]3[CH2:42][CH2:41][O:40][CH2:39][CH2:38]3)[C:24]=2[CH:25](O)[C:26]2[N:31]=[C:30]([C:32]([O:34][CH3:35])=[O:33])[CH:29]=[CH:28][CH:27]=2)[CH:21]=1.C(=O)(O)[O-].[Na+]. Product: [Cl:15][C:16]1[CH:17]=[CH:18][C:19]2[N:20]([N:22]=[C:23]([N:37]3[CH2:42][CH2:41][O:40][CH2:39][CH2:38]3)[C:24]=2[CH2:25][C:26]2[N:31]=[C:30]([C:32]([O:34][CH3:35])=[O:33])[CH:29]=[CH:28][CH:27]=2)[CH:21]=1. The catalyst class is: 4.